This data is from Reaction yield outcomes from USPTO patents with 853,638 reactions. The task is: Predict the reaction yield, written as a fraction of the theoretical maximum amount of product (1.0 means a 100% yield; for example, 0.34 means a 34% yield). (1) The reactants are [C:1]([O:5][C:6]([N:8]1[CH2:13][CH2:12][N:11]([C:14]2[C:19](Cl)=[N:18][CH:17]=[CH:16][N:15]=2)[CH2:10][CH2:9]1)=[O:7])([CH3:4])([CH3:3])[CH3:2].C(=O)([O-])[O-].[K+].[K+].[F:27][C:28]([F:39])([F:38])[C:29]1[CH:34]=[CH:33][CH:32]=[CH:31][C:30]=1B(O)O.O. The catalyst is CN(C)C(=O)C.C1C=CC([P]([Pd]([P](C2C=CC=CC=2)(C2C=CC=CC=2)C2C=CC=CC=2)([P](C2C=CC=CC=2)(C2C=CC=CC=2)C2C=CC=CC=2)[P](C2C=CC=CC=2)(C2C=CC=CC=2)C2C=CC=CC=2)(C2C=CC=CC=2)C2C=CC=CC=2)=CC=1. The product is [C:1]([O:5][C:6]([N:8]1[CH2:13][CH2:12][N:11]([C:14]2[C:19]([C:30]3[CH:31]=[CH:32][CH:33]=[CH:34][C:29]=3[C:28]([F:39])([F:38])[F:27])=[N:18][CH:17]=[CH:16][N:15]=2)[CH2:10][CH2:9]1)=[O:7])([CH3:4])([CH3:3])[CH3:2]. The yield is 0.290. (2) The reactants are [NH2:1][C@@H:2]([CH3:17])[C@@H:3]([C:5]1[CH:6]=[CH:7][C:8]([OH:16])=[C:9]([NH:11][S:12]([CH3:15])(=[O:14])=[O:13])[CH:10]=1)[OH:4].[CH3:18][C:19]1[CH:20]=[C:21]([CH:24]=[C:25]([CH3:27])[CH:26]=1)[CH:22]=O. The catalyst is CO. The product is [CH3:18][C:19]1[CH:26]=[C:25]([CH:24]=[C:21]([CH3:22])[CH:20]=1)[CH2:27][NH:1][C@@H:2]([CH3:17])[C@@H:3]([C:5]1[CH:6]=[CH:7][C:8]([OH:16])=[C:9]([NH:11][S:12]([CH3:15])(=[O:14])=[O:13])[CH:10]=1)[OH:4]. The yield is 0.330. (3) The reactants are [C:1]1([SH:7])[CH:6]=[CH:5][CH:4]=[CH:3][CH:2]=1.C(=O)([O-])[O-].[K+].[K+].F[C:15]1[CH:20]=[CH:19][C:18]([F:21])=[CH:17][C:16]=1[N+:22]([O-:24])=[O:23].O. The catalyst is C(#N)C.C(Cl)Cl. The product is [F:21][C:18]1[CH:19]=[CH:20][C:15]([S:7][C:1]2[CH:6]=[CH:5][CH:4]=[CH:3][CH:2]=2)=[C:16]([N+:22]([O-:24])=[O:23])[CH:17]=1. The yield is 0.990.